Dataset: Reaction yield outcomes from USPTO patents with 853,638 reactions. Task: Predict the reaction yield, written as a fraction of the theoretical maximum amount of product (1.0 means a 100% yield; for example, 0.34 means a 34% yield). (1) The catalyst is ClCCl.C([O-])(=O)C.[Cu+2].C([O-])(=O)C.O. The product is [CH:13]1([N:23]2[C:24](=[O:34])[C:25]3[C:30](=[CH:29][CH:28]=[C:27]([N+:31]([O-:33])=[O:32])[CH:26]=3)[N:21]([CH2:19][CH3:20])[C:22]2=[O:35])[CH2:15][CH2:14]1. The yield is 0.285. The reactants are C1C=CN=C(C2C=CC=CN=2)C=1.[CH:13]1(B(O)O)[CH2:15][CH2:14]1.[CH2:19]([N:21]1[C:30]2[C:25](=[CH:26][C:27]([N+:31]([O-:33])=[O:32])=[CH:28][CH:29]=2)[C:24](=[O:34])[NH:23][C:22]1=[O:35])[CH3:20].C(=O)([O-])[O-].[Na+].[Na+]. (2) The yield is 0.990. The product is [CH3:40][N:41]([CH3:45])[CH2:42][CH2:43][NH:44][C:33](=[O:34])[C:32]1[CH:31]=[CH:30][C:29]([NH:28][C:26](=[O:27])[NH:25][C:22]2[CH:23]=[CH:24][C:19]([C:10]3[N:11]=[C:12]([N:13]4[CH2:18][CH2:17][O:16][CH2:15][CH2:14]4)[C:7]4[CH:6]=[CH:5][N:4]([CH2:3][C:2]([F:38])([F:39])[F:1])[C:8]=4[N:9]=3)=[CH:20][CH:21]=2)=[CH:37][CH:36]=1. No catalyst specified. The reactants are [F:1][C:2]([F:39])([F:38])[CH2:3][N:4]1[C:8]2[N:9]=[C:10]([C:19]3[CH:24]=[CH:23][C:22]([NH:25][C:26]([NH:28][C:29]4[CH:37]=[CH:36][C:32]([C:33](O)=[O:34])=[CH:31][CH:30]=4)=[O:27])=[CH:21][CH:20]=3)[N:11]=[C:12]([N:13]3[CH2:18][CH2:17][O:16][CH2:15][CH2:14]3)[C:7]=2[CH:6]=[CH:5]1.[CH3:40][N:41]([CH3:45])[CH2:42][CH2:43][NH2:44]. (3) The reactants are [F:1][C:2]([F:12])([F:11])[CH2:3][CH2:4][S:5][CH2:6][CH2:7][C:8](O)=[O:9].S(Cl)([Cl:15])=O. The catalyst is ClCCl. The product is [F:1][C:2]([F:12])([F:11])[CH2:3][CH2:4][S:5][CH2:6][CH2:7][C:8]([Cl:15])=[O:9]. The yield is 0.860. (4) The reactants are [CH2:1]([O:3][C:4]([N:6]1[CH2:13][CH:12]2[CH:8]([CH:9]([CH3:18])[C:10]3[CH:16]=[C:15](Br)[S:14][C:11]=32)[CH2:7]1)=[O:5])[CH3:2].[CH3:19][Zn]C.C1(C)C=CC=CC=1. The yield is 0.950. The product is [CH2:1]([O:3][C:4]([N:6]1[CH2:13][CH:12]2[CH:8]([CH:9]([CH3:18])[C:10]3[CH:16]=[C:15]([CH3:19])[S:14][C:11]=32)[CH2:7]1)=[O:5])[CH3:2]. The catalyst is O1CCOCC1.C1C=CC(P(C2C=CC=CC=2)[C-]2C=CC=C2)=CC=1.C1C=CC(P(C2C=CC=CC=2)[C-]2C=CC=C2)=CC=1.Cl[Pd]Cl.[Fe+2]. (5) The reactants are N(C(OC(C)C)=O)=NC(OC(C)C)=O.[C:15]([O:19][CH2:20][CH2:21][CH2:22][OH:23])([CH3:18])([CH3:17])[CH3:16].C1(P(C2C=CC=CC=2)C2C=CC=CC=2)C=CC=CC=1.O[N:44]1[C:48](=[O:49])[C:47]2=[CH:50][CH:51]=[CH:52][CH:53]=[C:46]2[C:45]1=[O:54]. The catalyst is C1COCC1. The product is [C:15]([O:19][CH2:20][CH2:21][CH2:22][O:23][N:44]1[C:48](=[O:49])[C:47]2[C:46](=[CH:53][CH:52]=[CH:51][CH:50]=2)[C:45]1=[O:54])([CH3:18])([CH3:17])[CH3:16]. The yield is 0.820.